Task: Predict the reaction yield, written as a fraction of the theoretical maximum amount of product (1.0 means a 100% yield; for example, 0.34 means a 34% yield).. Dataset: Reaction yield outcomes from USPTO patents with 853,638 reactions (1) The reactants are [Cl:1][C:2]1[CH:3]=[C:4]2[C:9](=[CH:10][C:11]=1[O:12][C:13]1[CH:18]=[CH:17][C:16]([C:19](=[O:34])[NH:20][CH:21]3[CH2:26][CH2:25][CH:24]([C:27]4[CH:32]=[CH:31][C:30]([Cl:33])=[CH:29][CH:28]=4)[CH2:23][CH2:22]3)=[CH:15][CH:14]=1)[O:8][CH2:7][CH2:6][CH:5]2[C:35]([O:37]CC)=[O:36].[OH-].[Na+]. The catalyst is C1COCC1.C(O)C. The product is [Cl:1][C:2]1[CH:3]=[C:4]2[C:9](=[CH:10][C:11]=1[O:12][C:13]1[CH:14]=[CH:15][C:16]([C:19](=[O:34])[NH:20][CH:21]3[CH2:22][CH2:23][CH:24]([C:27]4[CH:28]=[CH:29][C:30]([Cl:33])=[CH:31][CH:32]=4)[CH2:25][CH2:26]3)=[CH:17][CH:18]=1)[O:8][CH2:7][CH2:6][CH:5]2[C:35]([OH:37])=[O:36]. The yield is 0.730. (2) The reactants are [C:1](/[CH:3]=[CH:4]/[S:5]([C:8]1[CH:13]=[CH:12][C:11]([C:14]2([C:17]([OH:19])=O)[CH2:16][CH2:15]2)=[CH:10][CH:9]=1)(=[O:7])=[O:6])#[N:2].[F:20][C:21]1[CH:28]=[CH:27][C:24]([CH2:25][NH2:26])=[CH:23][CH:22]=1.Cl.CN(C)CCCN=C=NCC.ON1C2C=CC=CC=2N=N1. The catalyst is C(#N)C.CS(C)=O. The product is [F:20][C:21]1[CH:28]=[CH:27][C:24]([CH2:25][NH:26][C:17]([C:14]2([C:11]3[CH:10]=[CH:9][C:8]([S:5](/[CH:4]=[CH:3]/[C:1]#[N:2])(=[O:6])=[O:7])=[CH:13][CH:12]=3)[CH2:15][CH2:16]2)=[O:19])=[CH:23][CH:22]=1. The yield is 0.690. (3) The reactants are [CH:1]1[C:14]2[C:5](=[N:6][C:7]3[C:12]([C:13]=2[NH:15][C:16]2[CH:17]=[C:18]([CH:20]=[C:21]([CH2:23][OH:24])[CH:22]=2)[NH2:19])=[CH:11][CH:10]=[CH:9][CH:8]=3)[CH:4]=[CH:3][CH:2]=1.[C:25]([O:29][C:30]([NH:32][C@H:33]([C:35](O)=[O:36])[CH3:34])=[O:31])([CH3:28])([CH3:27])[CH3:26]. No catalyst specified. The product is [CH:1]1[C:14]2[C:5](=[N:6][C:7]3[C:12]([C:13]=2[NH:15][C:16]2[CH:17]=[C:18]([CH:20]=[C:21]([CH2:23][OH:24])[CH:22]=2)[NH:19][C:35](=[O:36])[CH:33]([NH:32][C:30](=[O:31])[O:29][C:25]([CH3:27])([CH3:26])[CH3:28])[CH3:34])=[CH:11][CH:10]=[CH:9][CH:8]=3)[CH:4]=[CH:3][CH:2]=1. The yield is 0.772. (4) The reactants are [Cl:1][C:2]1[CH:3]=[C:4]([C:9](=[O:14])[C:10]([F:13])([F:12])[F:11])[CH:5]=[C:6]([Cl:8])[CH:7]=1.[BH4-].[Na+].[OH-].[Na+].[NH4+].[Cl-]. The catalyst is CO. The product is [Cl:1][C:2]1[CH:3]=[C:4]([CH:9]([OH:14])[C:10]([F:11])([F:12])[F:13])[CH:5]=[C:6]([Cl:8])[CH:7]=1. The yield is 0.790. (5) The reactants are C(Cl)CCl.[F:5][C:6]1[CH:7]=[CH:8][C:9]([NH:12][NH2:13])=[N:10][CH:11]=1.[C:14]([O:18][C:19]([N:21]1[CH2:26][CH2:25][CH:24]([C:27](O)=[O:28])[CH2:23][CH2:22]1)=[O:20])([CH3:17])([CH3:16])[CH3:15].C1C=CC2N(O)N=NC=2C=1. The catalyst is C(Cl)Cl. The product is [C:14]([O:18][C:19]([N:21]1[CH2:26][CH2:25][CH:24]([C:27]([NH:13][NH:12][C:9]2[CH:8]=[CH:7][C:6]([F:5])=[CH:11][N:10]=2)=[O:28])[CH2:23][CH2:22]1)=[O:20])([CH3:17])([CH3:16])[CH3:15]. The yield is 0.820.